This data is from Reaction yield outcomes from USPTO patents with 853,638 reactions. The task is: Predict the reaction yield, written as a fraction of the theoretical maximum amount of product (1.0 means a 100% yield; for example, 0.34 means a 34% yield). (1) The reactants are C(O[C:5]([C:7]1[C:12]([C:13]2([CH3:18])[O:17][CH2:16][CH2:15][O:14]2)=[CH:11][CH:10]=[CH:9][N:8]=1)=[O:6])(C)C.[O:19]1[C:23]2[CH:24]=[CH:25][C:26]([CH2:28][N:29]3[C:33](=[O:34])[CH2:32][CH2:31][C:30]3=[O:35])=[CH:27][C:22]=2[O:21][CH2:20]1.[H-].[Na+]. The catalyst is C1COCC1.CO. The product is [O:19]1[C:23]2[CH:24]=[CH:25][C:26]([CH2:28][N:29]3[C:33](=[O:34])[CH2:32][C:31](=[C:5]([OH:6])[C:7]4[C:12]([C:13]5([CH3:18])[O:14][CH2:15][CH2:16][O:17]5)=[CH:11][CH:10]=[CH:9][N:8]=4)[C:30]3=[O:35])=[CH:27][C:22]=2[O:21][CH2:20]1. The yield is 0.520. (2) The reactants are [CH2:1]([O:8][C:9]([N:11]1[CH2:19][C:18]2[C:13](=[CH:14][CH:15]=[C:16]([CH2:20]OS(C)(=O)=O)[CH:17]=2)[CH2:12]1)=[O:10])[C:2]1[CH:7]=[CH:6][CH:5]=[CH:4][CH:3]=1.C([O-])([O-])=O.[K+].[K+].[CH3:32][N:33]1[CH2:38][CH2:37][NH:36][CH2:35][CH2:34]1.[ClH:39].CO. The catalyst is CC(C)=O. The product is [ClH:39].[ClH:39].[CH2:1]([O:8][C:9]([N:11]1[CH2:19][C:18]2[C:13](=[CH:14][CH:15]=[C:16]([CH2:20][N:36]3[CH2:37][CH2:38][N:33]([CH3:32])[CH2:34][CH2:35]3)[CH:17]=2)[CH2:12]1)=[O:10])[C:2]1[CH:7]=[CH:6][CH:5]=[CH:4][CH:3]=1. The yield is 0.650. (3) The reactants are [ClH:1].CCOCC.C(OC(=O)[NH:13][CH2:14][C:15]1[CH:23]=[CH:22][CH:21]=[C:20]2[C:16]=1[C:17](=[O:34])[N:18]([C:25]1([CH3:33])[CH2:30][CH2:29][C:28](=[O:31])[NH:27][C:26]1=[O:32])[C:19]2=[O:24])(C)(C)C. The catalyst is C(OCC)(=O)C. The product is [ClH:1].[NH2:13][CH2:14][C:15]1[CH:23]=[CH:22][CH:21]=[C:20]2[C:16]=1[C:17](=[O:34])[N:18]([C:25]1([CH3:33])[CH2:30][CH2:29][C:28](=[O:31])[NH:27][C:26]1=[O:32])[C:19]2=[O:24]. The yield is 0.800. (4) The reactants are [C-]#N.[Na+].[CH2:4]([CH:6]([CH2:9][CH3:10])[CH:7]=O)[CH3:5].[C:11](=[O:14])([O-])[O-].[NH4+:15].[NH4+:16].[CH2:17]([OH:19])C. The catalyst is O. The product is [CH2:4]([CH:6]([CH:7]1[NH:16][C:17](=[O:19])[NH:15][C:11]1=[O:14])[CH2:9][CH3:10])[CH3:5]. The yield is 0.930.